From a dataset of Forward reaction prediction with 1.9M reactions from USPTO patents (1976-2016). Predict the product of the given reaction. (1) Given the reactants [F:1][C:2]([F:31])([F:30])[O:3][C:4]1[CH:9]=[CH:8][C:7]([C:10]2[CH:11]=[CH:12][C:13]3[N:14]([C:16]([C:19]4[CH:20]=[C:21]([CH:27]=[CH:28][CH:29]=4)[C:22]([O:24]CC)=O)=[N:17][N:18]=3)[CH:15]=2)=[CH:6][CH:5]=1.CCO.[CH3:35][NH2:36], predict the reaction product. The product is: [CH3:35][NH:36][C:22](=[O:24])[C:21]1[CH:27]=[CH:28][CH:29]=[C:19]([C:16]2[N:14]3[CH:15]=[C:10]([C:7]4[CH:8]=[CH:9][C:4]([O:3][C:2]([F:1])([F:31])[F:30])=[CH:5][CH:6]=4)[CH:11]=[CH:12][C:13]3=[N:18][N:17]=2)[CH:20]=1. (2) Given the reactants [C:1]([O:5][C:6]([C:8]1[O:9][C:10]2[CH:17]=[CH:16][CH:15]=[C:14]([OH:18])[C:11]=2[C:12]=1[CH3:13])=[O:7])([CH3:4])([CH3:3])[CH3:2].IC.[C:21]([O-])([O-])=O.[K+].[K+], predict the reaction product. The product is: [C:1]([O:5][C:6]([C:8]1[O:9][C:10]2[CH:17]=[CH:16][CH:15]=[C:14]([O:18][CH3:21])[C:11]=2[C:12]=1[CH3:13])=[O:7])([CH3:4])([CH3:2])[CH3:3]. (3) Given the reactants [C:1]([C:3]1[C:4]([NH:9][C@@H:10]([CH3:16])[C:11](OCC)=[O:12])=[N:5][CH:6]=[CH:7][CH:8]=1)#[N:2].C[O-].[Na+].Cl, predict the reaction product. The product is: [CH3:16][C@@H:10]1[NH:9][C:4]2[N:5]=[CH:6][CH:7]=[CH:8][C:3]=2[CH2:1][NH:2][C:11]1=[O:12].